From a dataset of Full USPTO retrosynthesis dataset with 1.9M reactions from patents (1976-2016). Predict the reactants needed to synthesize the given product. (1) Given the product [NH2:5][C:4]1[NH:18][N:2]=[CH:1][C:3]=1[N:8]1[CH:12]=[C:11]([C:13]([O:15][CH3:16])=[O:14])[N:10]=[CH:9]1, predict the reactants needed to synthesize it. The reactants are: [C:1](/[C:3](/[N:8]1[CH:12]=[C:11]([C:13]([O:15][CH3:16])=[O:14])[N:10]=[CH:9]1)=[CH:4]\[N:5](C)C)#[N:2].O.[NH2:18]N. (2) Given the product [CH2:1]([P:9]([CH2:12][CH2:13][CH2:14][CH2:15][CH2:16][CH2:17][CH2:18][CH3:19])(=[O:10])[OH:11])[CH2:2][CH2:3][CH2:4][CH2:5][CH2:6][CH2:7][CH3:8], predict the reactants needed to synthesize it. The reactants are: [CH2:1]([PH:9](=[O:11])[OH:10])[CH2:2][CH2:3][CH2:4][CH2:5][CH2:6][CH2:7][CH3:8].[CH2:12]=[CH:13][CH2:14][CH2:15][CH2:16][CH2:17][CH2:18][CH3:19].C(OOC(=O)C1C=CC=CC=1)(=O)C1C=CC=CC=1. (3) Given the product [C:1]([O:5][C:6]([NH:8][C@@H:9]([CH2:21][CH2:22][C:23]1[N:27]([CH2:28][CH2:29][CH2:30][CH2:31][CH2:32][CH2:33][CH2:34][CH3:35])[C:26]2[CH:36]=[CH:37][CH:38]=[CH:39][C:25]=2[N:24]=1)[C:10]([NH:12][OH:13])=[O:11])=[O:7])([CH3:2])([CH3:3])[CH3:4], predict the reactants needed to synthesize it. The reactants are: [C:1]([O:5][C:6]([NH:8][C@@H:9]([CH2:21][CH2:22][C:23]1[N:27]([CH2:28][CH2:29][CH2:30][CH2:31][CH2:32][CH2:33][CH2:34][CH3:35])[C:26]2[CH:36]=[CH:37][CH:38]=[CH:39][C:25]=2[N:24]=1)[C:10]([NH:12][O:13]CC1C=CC=CC=1)=[O:11])=[O:7])([CH3:4])([CH3:3])[CH3:2].